This data is from Reaction yield outcomes from USPTO patents with 853,638 reactions. The task is: Predict the reaction yield, written as a fraction of the theoretical maximum amount of product (1.0 means a 100% yield; for example, 0.34 means a 34% yield). (1) The reactants are [CH2:1]([C@@H:8]1[NH:13][CH2:12][CH2:11][N:10]([C:14]2[CH:23]=[CH:22][C:21]([O:24][CH3:25])=[C:20]3[C:15]=2[CH:16]=[CH:17][C:18]([C:26]([F:29])([F:28])[F:27])=[N:19]3)[CH2:9]1)[C:2]1[CH:7]=[CH:6][CH:5]=[CH:4][CH:3]=1.C([O:32][C:33](=O)[CH2:34][C:35]1[NH:39][CH:38]=[N:37][N:36]=1)C. No catalyst specified. The product is [CH2:1]([C@H:8]1[CH2:9][N:10]([C:14]2[CH:23]=[CH:22][C:21]([O:24][CH3:25])=[C:20]3[C:15]=2[CH:16]=[CH:17][C:18]([C:26]([F:29])([F:27])[F:28])=[N:19]3)[CH2:11][CH2:12][N:13]1[C:33](=[O:32])[CH2:34][C:35]1[NH:36][N:37]=[CH:38][N:39]=1)[C:2]1[CH:7]=[CH:6][CH:5]=[CH:4][CH:3]=1. The yield is 0.00700. (2) The reactants are I[C:2]1[CH:7]=[CH:6][C:5]([N:8]2[CH2:13][CH2:12][N:11]([C:14]([O:16][C:17]([CH3:20])([CH3:19])[CH3:18])=[O:15])[CH2:10][CH2:9]2)=[CH:4][CH:3]=1.C[Si]([C:25]#[CH:26])(C)C.CCN(CC)CC. The catalyst is [Cu]I.CN(C=O)C. The product is [C:25]([C:2]1[CH:7]=[CH:6][C:5]([N:8]2[CH2:13][CH2:12][N:11]([C:14]([O:16][C:17]([CH3:20])([CH3:19])[CH3:18])=[O:15])[CH2:10][CH2:9]2)=[CH:4][CH:3]=1)#[CH:26]. The yield is 0.960.